This data is from Forward reaction prediction with 1.9M reactions from USPTO patents (1976-2016). The task is: Predict the product of the given reaction. (1) Given the reactants [Cl:1][C:2]1[CH:3]=[CH:4][C:5]([N+:10]([O-:12])=[O:11])=[C:6]([NH:8][NH2:9])[CH:7]=1.Cl.[C:14](=[NH:19])(OCC)[CH3:15], predict the reaction product. The product is: [NH2:19]/[C:14](/[CH3:15])=[N:9]\[NH:8][C:6]1[CH:7]=[C:2]([Cl:1])[CH:3]=[CH:4][C:5]=1[N+:10]([O-:12])=[O:11]. (2) Given the reactants [I-:1].[OH:2][CH2:3][CH2:4][CH2:5][N+:6]1[C:10]2[CH:11]=[CH:12][CH:13]=[CH:14][C:9]=2[S:8][C:7]=1[CH:15]=[C:16]1[C:25]2[C:20](=[CH:21][CH:22]=[CH:23][CH:24]=2)[N:19]([CH2:26][CH2:27][CH2:28][OH:29])[CH:18]=[CH:17]1.C(N([CH2:35][CH3:36])CC)C.[CH2:37]([NH2:40])[C:38]#[CH:39].[CH3:41][OH:42].[CH3:43][N:44]([CH:46]=[O:47])C, predict the reaction product. The product is: [I-:1].[CH2:37]([NH:40][C:41]([O:2][CH2:3][CH2:4][CH2:5][N+:6]1[C:10]2[CH:11]=[CH:12][CH:13]=[CH:14][C:9]=2[S:8][C:7]=1[CH:15]=[C:16]1[C:25]2[C:20](=[CH:21][CH:22]=[CH:23][CH:24]=2)[N:19]([CH2:26][CH2:27][CH2:28][O:29][C:46](=[O:47])[NH:44][CH2:43][C:35]#[CH:36])[CH:18]=[CH:17]1)=[O:42])[C:38]#[CH:39]. (3) Given the reactants [NH2:1][C:2]1[S:3][C:4]2[N:5]=[C:6]([NH:11][C:12]3[C:13]([Cl:27])=[CH:14][C:15]([F:26])=[C:16]([NH:18][C:19](=[O:25])[O:20][C:21]([CH3:24])([CH3:23])[CH3:22])[CH:17]=3)[N:7]=[CH:8][C:9]=2[N:10]=1.[C:28](Cl)(=[O:30])[CH3:29].C(=O)([O-])O.[Na+], predict the reaction product. The product is: [C:21]([O:20][C:19](=[O:25])[NH:18][C:16]1[CH:17]=[C:12]([NH:11][C:6]2[N:7]=[CH:8][C:9]3[N:10]=[C:2]([NH:1][C:28](=[O:30])[CH3:29])[S:3][C:4]=3[N:5]=2)[C:13]([Cl:27])=[CH:14][C:15]=1[F:26])([CH3:24])([CH3:22])[CH3:23]. (4) Given the reactants [H-].[Na+].[CH2:3]([OH:21])[CH2:4][O:5][CH2:6][CH2:7][O:8][CH2:9][CH2:10][O:11][CH2:12][CH2:13][O:14][CH2:15][CH2:16][O:17][CH2:18][CH2:19][OH:20].[CH2:22](Br)[C:23]#[CH:24], predict the reaction product. The product is: [CH2:19]([OH:20])[CH2:18][O:17][CH2:16][CH2:15][O:14][CH2:13][CH2:12][O:11][CH2:10][CH2:9][O:8][CH2:7][CH2:6][O:5][CH2:4][CH2:3][O:21][CH2:24][C:23]#[CH:22]. (5) Given the reactants C(N(C(C)C)CC)(C)C.[C:10]1([C:20](Cl)=[O:21])[C:19]2[C:14](=[CH:15][CH:16]=[CH:17][CH:18]=2)[CH:13]=[CH:12][CH:11]=1.CC1C=C(C)C=C(C)C=1C(Cl)=O.[OH:35]/[N:36]=[C:37](/[C:39]1[CH:47]=[CH:46][C:42]2[O:43][CH2:44][O:45][C:41]=2[CH:40]=1)\[NH2:38], predict the reaction product. The product is: [C:10]1([C:20]([O:35]/[N:36]=[C:37](/[C:39]2[CH:47]=[CH:46][C:42]3[O:43][CH2:44][O:45][C:41]=3[CH:40]=2)\[NH2:38])=[O:21])[C:19]2[C:14](=[CH:15][CH:16]=[CH:17][CH:18]=2)[CH:13]=[CH:12][CH:11]=1. (6) Given the reactants [NH2:1][C:2]1[C:3]2[C:13](=[O:14])[N:12]([C:15]3[CH:20]=[CH:19][C:18]([C@H:21]4[CH2:26][CH2:25][C@H:24]([CH2:27][C:28]([OH:30])=[O:29])[CH2:23][CH2:22]4)=[CH:17][CH:16]=3)[CH2:11][CH2:10][C:4]=2[N:5]=[C:6]([O:8][CH3:9])[N:7]=1.[OH-].[Na+:32], predict the reaction product. The product is: [NH2:1][C:2]1[C:3]2[C:13](=[O:14])[N:12]([C:15]3[CH:20]=[CH:19][C:18]([C@H:21]4[CH2:22][CH2:23][C@H:24]([CH2:27][C:28]([O-:30])=[O:29])[CH2:25][CH2:26]4)=[CH:17][CH:16]=3)[CH2:11][CH2:10][C:4]=2[N:5]=[C:6]([O:8][CH3:9])[N:7]=1.[Na+:32]. (7) Given the reactants O=[C:2]1[CH2:7][CH2:6][N:5]([C@H:8]([CH3:12])[CH2:9][C:10]#[N:11])[CH2:4][CH2:3]1.[F:13][C:14]([F:24])([F:23])[O:15][C:16]1[CH:22]=[CH:21][C:19]([NH2:20])=[CH:18][CH:17]=1, predict the reaction product. The product is: [F:13][C:14]([F:23])([F:24])[O:15][C:16]1[CH:17]=[CH:18][C:19]([NH:20][CH:2]2[CH2:7][CH2:6][N:5]([C@H:8]([CH3:12])[CH2:9][C:10]#[N:11])[CH2:4][CH2:3]2)=[CH:21][CH:22]=1. (8) Given the reactants [CH3:1][O-].[Na+].[C:4]([O:8][C:9]([NH:11][C@H:12]1[CH2:17][CH2:16][C@H:15]([CH2:18][O:19]S(C)(=O)=O)[CH2:14][CH2:13]1)=[O:10])([CH3:7])([CH3:6])[CH3:5], predict the reaction product. The product is: [C:4]([O:8][C:9](=[O:10])[NH:11][C@H:12]1[CH2:17][CH2:16][C@H:15]([CH2:18][O:19][CH3:1])[CH2:14][CH2:13]1)([CH3:7])([CH3:6])[CH3:5]. (9) Given the reactants [N:1]1[CH:2]=[CH:3][N:4]2[CH:9]=[CH:8][C:7]([C:10]([OH:12])=O)=[CH:6][C:5]=12.Cl.[CH3:14][NH:15][O:16][CH3:17].Cl.CN(C)CCCN=C=NCC.C(N(CC)C(C)C)(C)C, predict the reaction product. The product is: [CH3:17][O:16][N:15]([CH3:14])[C:10]([C:7]1[CH:8]=[CH:9][N:4]2[CH:3]=[CH:2][N:1]=[C:5]2[CH:6]=1)=[O:12].